Dataset: Full USPTO retrosynthesis dataset with 1.9M reactions from patents (1976-2016). Task: Predict the reactants needed to synthesize the given product. Given the product [N:2]1[CH:7]=[CH:6][C:5]([O:8][CH2:9][C:10]2[CH:15]=[CH:14][CH:13]=[CH:12][C:11]=2[C:16]2[S:20][C:19]([NH2:21])=[N:18][CH:17]=2)=[CH:4][CH:3]=1, predict the reactants needed to synthesize it. The reactants are: Cl.[N:2]1[CH:7]=[CH:6][C:5]([O:8][CH2:9][C:10]2[CH:15]=[CH:14][CH:13]=[CH:12][C:11]=2[C:16]2[S:20][C:19]([NH:21]C(=O)OC(C)(C)C)=[N:18][CH:17]=2)=[CH:4][CH:3]=1.